This data is from Reaction yield outcomes from USPTO patents with 853,638 reactions. The task is: Predict the reaction yield, written as a fraction of the theoretical maximum amount of product (1.0 means a 100% yield; for example, 0.34 means a 34% yield). (1) The reactants are [O-]S([O-])(=O)=O.[Mg+2].[N:7]1[CH:12]=[CH:11][CH:10]=[CH:9][C:8]=1[CH:13]=O.[NH2:15][C@H:16]([CH:19]([CH3:21])[CH3:20])[CH2:17][OH:18]. The catalyst is C(Cl)Cl. The product is [CH3:20][CH:19]([CH3:21])[C@@H:16](/[N:15]=[CH:13]/[C:8]1[CH:9]=[CH:10][CH:11]=[CH:12][N:7]=1)[CH2:17][OH:18]. The yield is 1.00. (2) The yield is 0.900. The reactants are [CH3:1][C:2]1[CH:7]=[CH:6][N:5]=[C:4](/[CH:8]=[CH:9]/[C:10]([O:12][C:13]([CH3:16])([CH3:15])[CH3:14])=[O:11])[CH:3]=1. The catalyst is CO.[C].[Pd]. The product is [CH3:1][C:2]1[CH:7]=[CH:6][N:5]=[C:4]([CH2:8][CH2:9][C:10]([O:12][C:13]([CH3:16])([CH3:15])[CH3:14])=[O:11])[CH:3]=1. (3) The yield is 0.830. The catalyst is C(#N)C.C(OCC)(=O)C. The reactants are [Si:1]([O:8][CH2:9][CH2:10][CH2:11][N:12]([CH2:25][CH2:26][N:27]1[CH2:32][CH2:31][S:30](=[O:34])(=[O:33])[CH2:29][CH2:28]1)S(C1C=CC=CC=1[N+]([O-])=O)(=O)=O)([C:4]([CH3:7])([CH3:6])[CH3:5])([CH3:3])[CH3:2].C1(S)C=CC=CC=1.C(=O)([O-])[O-].[K+].[K+]. The product is [Si:1]([O:8][CH2:9][CH2:10][CH2:11][NH:12][CH2:25][CH2:26][N:27]1[CH2:28][CH2:29][S:30](=[O:34])(=[O:33])[CH2:31][CH2:32]1)([C:4]([CH3:7])([CH3:5])[CH3:6])([CH3:3])[CH3:2].